This data is from Reaction yield outcomes from USPTO patents with 853,638 reactions. The task is: Predict the reaction yield, written as a fraction of the theoretical maximum amount of product (1.0 means a 100% yield; for example, 0.34 means a 34% yield). (1) The reactants are [F:1][C:2]1[CH:3]=[CH:4][CH:5]=[C:6]2[C:10]=1[NH:9][C:8](=[O:11])[CH2:7]2.[Cl-].[Li+].[CH2:14]([Li])[CH2:15]CC.BrC(Br)C. The catalyst is C1COCC1. The product is [F:1][C:2]1[CH:3]=[CH:4][CH:5]=[C:6]2[C:10]=1[NH:9][C:8](=[O:11])[C:7]12[CH2:15][CH2:14]1. The yield is 0.360. (2) The reactants are [CH3:1][S:2][C:3]1[S:7][C:6]2=[N:8][C:9]([C:11]([OH:13])=O)=[CH:10][N:5]2[N:4]=1.C(Cl)(=O)C([Cl:17])=O. The catalyst is C(Cl)Cl.CN(C=O)C. The product is [CH3:1][S:2][C:3]1[S:7][C:6]2=[N:8][C:9]([C:11]([Cl:17])=[O:13])=[CH:10][N:5]2[N:4]=1. The yield is 1.00. (3) The reactants are [O:1]=[C:2]1[CH2:22][CH2:21][C:5]2([CH2:10][CH2:9][N:8]([C:11]([O:13][CH2:14][C:15]3[CH:20]=[CH:19][CH:18]=[CH:17][CH:16]=3)=[O:12])[CH2:7][CH2:6]2)[CH:4]=[CH:3]1.[CH3:23][N:24]([CH:26](N(C)C)N(C)C)[CH3:25]. The catalyst is C1(C)C=CC=CC=1. The product is [CH3:23][N:24]([CH:26]=[C:22]1[CH2:21][C:5]2([CH2:10][CH2:9][N:8]([C:11]([O:13][CH2:14][C:15]3[CH:16]=[CH:17][CH:18]=[CH:19][CH:20]=3)=[O:12])[CH2:7][CH2:6]2)[CH:4]=[CH:3][C:2]1=[O:1])[CH3:25]. The yield is 1.00. (4) The reactants are [OH:1][CH2:2][CH2:3][O:4][C:5]([C:8]1[N:9]=[CH:10][C:11]([N:14]2[CH2:18][C@@:17]3([CH2:23][CH2:22][CH2:21][C@@:20]([CH2:25][N:26]4[C:30]5[CH:31]=[C:32]([C:35]#[N:36])[CH:33]=[CH:34][C:29]=5[N:28]=[CH:27]4)([CH3:24])[CH2:19]3)[O:16][C:15]2=[O:37])=[N:12][CH:13]=1)([CH3:7])[CH3:6].[H-].[Na+].[CH3:40]I.CO. The catalyst is CN(C)C=O.CC(O)=O. The product is [CH3:40][O:1][CH2:2][CH2:3][O:4][C:5]([C:8]1[N:9]=[CH:10][C:11]([N:14]2[CH2:18][C@@:17]3([CH2:23][CH2:22][CH2:21][C@@:20]([CH2:25][N:26]4[C:30]5[CH:31]=[C:32]([C:35]#[N:36])[CH:33]=[CH:34][C:29]=5[N:28]=[CH:27]4)([CH3:24])[CH2:19]3)[O:16][C:15]2=[O:37])=[N:12][CH:13]=1)([CH3:7])[CH3:6]. The yield is 0.390. (5) The reactants are [C:1]([C:3]1[CH:8]=[CH:7][CH:6]=[CH:5][C:4]=1[C:9]1[CH:14]=[CH:13][C:12]([CH2:15][CH:16]([C:22](=O)[CH2:23][CH2:24][CH3:25])[C:17](OCC)=[O:18])=[CH:11][CH:10]=1)#[N:2].Cl.[CH3:28][C:29]1[CH:33]=[C:32]([NH:34][CH:35]2[CH2:40][CH2:39][O:38][CH2:37][CH2:36]2)[NH:31][N:30]=1.C(N(CC)C1C=CC=CC=1)C. The catalyst is C(OCC)(=O)C. The product is [CH3:28][C:29]1[CH:33]=[C:32]2[N:34]([CH:35]3[CH2:40][CH2:39][O:38][CH2:37][CH2:36]3)[C:17](=[O:18])[C:16]([CH2:15][C:12]3[CH:13]=[CH:14][C:9]([C:4]4[C:3]([C:1]#[N:2])=[CH:8][CH:7]=[CH:6][CH:5]=4)=[CH:10][CH:11]=3)=[C:22]([CH2:23][CH2:24][CH3:25])[N:31]2[N:30]=1. The yield is 0.420. (6) The reactants are Cl[C:2]1[N:7]=[C:6]([C:8]2[N:12]([CH:13]([CH3:15])[CH3:14])[C:11]([CH3:16])=[N:10][CH:9]=2)[CH:5]=[CH:4][N:3]=1.[CH3:17][S:18][C:19]1[N:20]=[CH:21][C:22]([NH2:25])=[N:23][CH:24]=1.CC(C)([O-])C.[Na+]. The catalyst is [Pd].[Pd].C(=CC(C=CC1C=CC=CC=1)=O)C1C=CC=CC=1.C(=CC(C=CC1C=CC=CC=1)=O)C1C=CC=CC=1.C(=CC(C=CC1C=CC=CC=1)=O)C1C=CC=CC=1.C1(P(C2C=CC=CC=2)C2(P(C3C=CC=CC=3)C3C=CC=CC=3)CC=C3C(C=CC=C3)=C2C2C3C(=CC=CC=3)C=CC=2)C=CC=CC=1.O1CCOCC1. The yield is 0.640. The product is [CH:13]([N:12]1[C:8]([C:6]2[CH:5]=[CH:4][N:3]=[C:2]([NH:25][C:22]3[CH:21]=[N:20][C:19]([S:18][CH3:17])=[CH:24][N:23]=3)[N:7]=2)=[CH:9][N:10]=[C:11]1[CH3:16])([CH3:15])[CH3:14]. (7) The reactants are [CH:1]([O:3][CH:4]1CC[CH2:7][N:6]([C:10]2[N:11]=[C:12]3[CH:22]=[C:21]([CH2:23][CH2:24][C:25]4[S:26][CH:27]=[C:28]([CH:30]5[CH2:33]CC5)[N:29]=4)[CH:20]=[CH:19][N:13]3[C:14](=[O:18])[C:15]=2[CH:16]=[O:17])[CH2:5]1)=O.C(C1N=C(CCC2C=CN3C(=O)C=C(N4CCOCC4)N=C3C=2)SC=1)C. No catalyst specified. The product is [CH2:30]([C:28]1[N:29]=[C:25]([CH2:24][CH2:23][C:21]2[CH:20]=[CH:19][N:13]3[C:14](=[O:18])[C:15]([CH:16]=[O:17])=[C:10]([N:6]4[CH2:7][CH2:1][O:3][CH2:4][CH2:5]4)[N:11]=[C:12]3[CH:22]=2)[S:26][CH:27]=1)[CH3:33]. The yield is 0.900.